This data is from Full USPTO retrosynthesis dataset with 1.9M reactions from patents (1976-2016). The task is: Predict the reactants needed to synthesize the given product. (1) Given the product [C:8]([CH:7]([C:1]1[CH:6]=[CH:5][CH:4]=[CH:3][CH:2]=1)[C:10]1([S:16][CH2:17][CH2:18][C:19]([O:21][CH3:22])=[O:20])[CH2:11][CH2:12][CH2:13][CH2:14][CH2:15]1)#[N:9], predict the reactants needed to synthesize it. The reactants are: [C:1]1(=[C:7]([C:10]2[CH:15]=[CH:14][CH:13]=[CH:12][CH:11]=2)[C:8]#[N:9])[CH2:6][CH2:5][CH2:4][CH2:3][CH2:2]1.[SH:16][CH2:17][CH2:18][C:19]([O:21][CH3:22])=[O:20]. (2) Given the product [CH3:21][C:18]([CH3:19])([CH3:20])[C:17]([CH2:16][NH:15][C:14]1[C:13]2[C:8](=[CH:9][CH:10]=[C:11]([O:23][C:37]3[CH:38]=[CH:39][C:40]([O:41][C:42]([F:45])([F:44])[F:43])=[C:35]([F:34])[CH:36]=3)[CH:12]=2)[N:7]([C:24]2[CH:25]=[CH:26][C:27]([O:30][CH:31]([CH3:33])[CH3:32])=[CH:28][CH:29]=2)[C:6]=1[C:4]([OH:5])=[O:3])=[O:22], predict the reactants needed to synthesize it. The reactants are: C([O:3][C:4]([C:6]1[N:7]([C:24]2[CH:29]=[CH:28][C:27]([O:30][CH:31]([CH3:33])[CH3:32])=[CH:26][CH:25]=2)[C:8]2[C:13]([C:14]=1[NH:15][CH2:16][C:17](=[O:22])[C:18]([CH3:21])([CH3:20])[CH3:19])=[CH:12][C:11]([OH:23])=[CH:10][CH:9]=2)=[O:5])C.[F:34][C:35]1[CH:36]=[C:37](B(O)O)[CH:38]=[CH:39][C:40]=1[O:41][C:42]([F:45])([F:44])[F:43]. (3) Given the product [C:15]([O:19][C:20](=[O:31])[C@@H:21]([NH:30][C:11]([C:9]1[NH:8][C:5]2=[N:6][CH:7]=[C:2]([Cl:1])[CH:3]=[C:4]2[CH:10]=1)=[O:13])[CH2:22][C:23]1[CH:24]=[CH:25][C:26]([F:29])=[CH:27][CH:28]=1)([CH3:18])([CH3:16])[CH3:17], predict the reactants needed to synthesize it. The reactants are: [Cl:1][C:2]1[CH:3]=[C:4]2[CH:10]=[C:9]([C:11]([OH:13])=O)[NH:8][C:5]2=[N:6][CH:7]=1.Cl.[C:15]([O:19][C:20](=[O:31])[C@@H:21]([NH2:30])[CH2:22][C:23]1[CH:28]=[CH:27][C:26]([F:29])=[CH:25][CH:24]=1)([CH3:18])([CH3:17])[CH3:16].C1C=CC2N(O)N=NC=2C=1.CCN(C(C)C)C(C)C.CCN=C=NCCCN(C)C. (4) The reactants are: [CH:1]1([C@H:7]2[CH2:12][NH:11][CH2:10][C@@H:9]([C:13]([O:15][CH3:16])=[O:14])[CH2:8]2)[CH2:6][CH2:5][CH2:4][CH2:3][CH2:2]1.Cl[C:18]1[N:23]=[C:22]([NH:24][C:25]2[NH:29][N:28]=[C:27]([CH:30]3[CH2:32][CH2:31]3)[CH:26]=2)[CH:21]=[C:20]([CH3:33])[N:19]=1.ClC1N=C(NC2NN=CC=2)C=C(C)N=1. Given the product [CH:1]1([C@H:7]2[CH2:12][N:11]([C:18]3[N:23]=[C:22]([NH:24][C:25]4[NH:29][N:28]=[C:27]([CH:30]5[CH2:32][CH2:31]5)[CH:26]=4)[CH:21]=[C:20]([CH3:33])[N:19]=3)[CH2:10][C@@H:9]([C:13]([O:15][CH3:16])=[O:14])[CH2:8]2)[CH2:2][CH2:3][CH2:4][CH2:5][CH2:6]1, predict the reactants needed to synthesize it. (5) Given the product [CH2:16]([S:15][C:13]1[CH:14]=[C:9]2[CH:8]=[CH:7][NH:6][C:10]2=[N:11][CH:12]=1)[CH3:17], predict the reactants needed to synthesize it. The reactants are: C([Si](C)(C)[N:6]1[C:10]2=[N:11][CH:12]=[C:13]([S:15][CH2:16][CH3:17])[CH:14]=[C:9]2[CH:8]=[CH:7]1)(C)(C)C.[F-].C([N+](CCCC)(CCCC)CCCC)CCC.O1CCCC1.